From a dataset of hERG channel blocking data for cardiac toxicity assessment. Regression/Classification. Given a drug SMILES string, predict its toxicity properties. Task type varies by dataset: regression for continuous values (e.g., LD50, hERG inhibition percentage) or binary classification for toxic/non-toxic outcomes (e.g., AMES mutagenicity, cardiotoxicity, hepatotoxicity). Dataset: herg. (1) The compound is CC(C)N(CC[C@@](C(N)=O)(c1ccccc1)c1ccccn1)C(C)C. The result is 1 (blocker). (2) The molecule is CN(C)CC[C@H](c1ccc(Br)cc1)c1ccccn1. The result is 1 (blocker). (3) The drug is CCC(=O)NC(=O)c1ccc(N)cc1CC[NH+](CC)CC. The result is 1 (blocker).